Predict the reactants needed to synthesize the given product. From a dataset of Full USPTO retrosynthesis dataset with 1.9M reactions from patents (1976-2016). (1) The reactants are: [Cl:1][C:2]1[S:6][C:5]([S:7]([NH:10][C@H:11]([CH:16]=[O:17])[C@@H:12]([CH3:15])[CH2:13][CH3:14])(=[O:9])=[O:8])=[CH:4][CH:3]=1.[Si]([C:22]([F:25])([F:24])[F:23])(C)(C)C.CCCC[N+](CCCC)(CCCC)CCCC.[F-]. Given the product [Cl:1][C:2]1[S:6][C:5]([S:7]([NH:10][C@H:11]([CH:16]([OH:17])[C:22]([F:25])([F:24])[F:23])[C@@H:12]([CH3:15])[CH2:13][CH3:14])(=[O:9])=[O:8])=[CH:4][CH:3]=1, predict the reactants needed to synthesize it. (2) Given the product [ClH:25].[F:1][C:2]1([C:15]2[CH:20]=[CH:19][CH:18]=[CH:17][C:16]=2[C:21]([F:22])([F:23])[F:24])[CH2:3][CH2:4][NH:5][CH2:6][CH2:7]1, predict the reactants needed to synthesize it. The reactants are: [F:1][C:2]1([C:15]2[CH:20]=[CH:19][CH:18]=[CH:17][C:16]=2[C:21]([F:24])([F:23])[F:22])[CH2:7][CH2:6][N:5](C(OC(C)(C)C)=O)[CH2:4][CH2:3]1.[ClH:25]. (3) Given the product [C:12]1([C:10]2[O:9][N:8]=[C:2]([C:3]([O:5][CH2:6][CH3:7])=[O:4])[CH:11]=2)[CH:17]=[CH:16][CH:15]=[CH:14][CH:13]=1, predict the reactants needed to synthesize it. The reactants are: Cl/[C:2](=[N:8]\[OH:9])/[C:3]([O:5][CH2:6][CH3:7])=[O:4].[C:10]([C:12]1[CH:17]=[CH:16][CH:15]=[CH:14][CH:13]=1)#[CH:11]. (4) Given the product [CH3:4][C:2]([O:5][C:6]([N:8]([CH2:28][CH2:29][O:30][CH2:31][C:32]1[CH:37]=[CH:36][CH:35]=[CH:34][CH:33]=1)[C@H:9]1[CH2:14][CH2:13][CH2:12][N:11]([C:15]([O:17][CH2:18][C:19]2[CH:20]=[CH:21][CH:22]=[CH:23][CH:24]=2)=[O:16])[CH2:10]1)=[O:7])([CH3:1])[CH3:3], predict the reactants needed to synthesize it. The reactants are: [CH3:1][C:2]([O:5][C:6]([NH:8][C@H:9]1[CH2:14][CH2:13][CH2:12][N:11]([C:15]([O:17][CH2:18][C:19]2[CH:24]=[CH:23][CH:22]=[CH:21][CH:20]=2)=[O:16])[CH2:10]1)=[O:7])([CH3:4])[CH3:3].[H-].[Na+].Br[CH2:28][CH2:29][O:30][CH2:31][C:32]1[CH:37]=[CH:36][CH:35]=[CH:34][CH:33]=1.O. (5) The reactants are: CN(C(ON1N=NC2C=CC=NC1=2)=[N+](C)C)C.F[P-](F)(F)(F)(F)F.[N:25]1([C:31]([O:33][C:34]([CH3:37])([CH3:36])[CH3:35])=[O:32])[CH2:30][CH2:29][NH:28][CH2:27][CH2:26]1.CCN(C(C)C)C(C)C.[CH:47]1([C:53]2[C:54]3[CH:55]=[CH:56][C:57]([C:77]([O:79][CH3:80])=[O:78])=[CH:58][C:59]=3[N:60]3[C:67]=2[C:66]2[CH:68]=[CH:69][CH:70]=[CH:71][C:65]=2[O:64][CH2:63][CH:62]([CH2:72][CH2:73][C:74](O)=[O:75])[CH2:61]3)[CH2:52][CH2:51][CH2:50][CH2:49][CH2:48]1. Given the product [C:34]([O:33][C:31]([N:25]1[CH2:30][CH2:29][N:28]([C:74](=[O:75])[CH2:73][CH2:72][CH:62]2[CH2:61][N:60]3[C:59]4[CH:58]=[C:57]([C:77]([O:79][CH3:80])=[O:78])[CH:56]=[CH:55][C:54]=4[C:53]([CH:47]4[CH2:48][CH2:49][CH2:50][CH2:51][CH2:52]4)=[C:67]3[C:66]3[CH:68]=[CH:69][CH:70]=[CH:71][C:65]=3[O:64][CH2:63]2)[CH2:27][CH2:26]1)=[O:32])([CH3:37])([CH3:36])[CH3:35], predict the reactants needed to synthesize it.